From a dataset of Forward reaction prediction with 1.9M reactions from USPTO patents (1976-2016). Predict the product of the given reaction. (1) Given the reactants C(O[C:6]([N:8]1[CH2:13][CH2:12][C:11]([OH:15])([CH3:14])[CH2:10][CH2:9]1)=O)(C)(C)C.FC(F)(F)C(O)=O.ClC1[N:29]=[C:28]([NH2:30])[CH:27]=[CH:26][N:25]=1.C(N(CC)CC)C, predict the reaction product. The product is: [NH2:30][C:28]1[CH:27]=[CH:26][N:25]=[C:6]([N:8]2[CH2:9][CH2:10][C:11]([CH3:14])([OH:15])[CH2:12][CH2:13]2)[N:29]=1. (2) Given the reactants [CH3:1][C:2]1[CH:3]=[C:4]([CH:24]=[C:25]([CH3:36])[C:26]=1[N:27]1[CH:31]=[C:30]([C:32]([F:35])([F:34])[F:33])[CH:29]=[N:28]1)[O:5][CH:6]([CH:18]1[CH2:21][C:20]([CH3:23])([CH3:22])[CH2:19]1)[C:7]1[CH:17]=[CH:16][C:10]([C:11]([O:13]CC)=[O:12])=[CH:9][CH:8]=1.O1CCCC1.CO.[OH-].[Na+], predict the reaction product. The product is: [CH3:36][C:25]1[CH:24]=[C:4]([CH:3]=[C:2]([CH3:1])[C:26]=1[N:27]1[CH:31]=[C:30]([C:32]([F:34])([F:33])[F:35])[CH:29]=[N:28]1)[O:5][CH:6]([CH:18]1[CH2:21][C:20]([CH3:23])([CH3:22])[CH2:19]1)[C:7]1[CH:17]=[CH:16][C:10]([C:11]([OH:13])=[O:12])=[CH:9][CH:8]=1.